Dataset: Experimentally validated miRNA-target interactions with 360,000+ pairs, plus equal number of negative samples. Task: Binary Classification. Given a miRNA mature sequence and a target amino acid sequence, predict their likelihood of interaction. (1) Result: 1 (interaction). The miRNA is mmu-miR-448-5p with sequence GAACAUCCUGCAUAGUGCUGCC. The protein sequence of the target gene is MQLEHCLSPSIMLSKKFLNVSSSYPHSGGSELVLHDHPIISTTDNLERSSPLKKITRGMTNQSDTDNFPDSKDSPGDVQRSKLSPVLDGVSELRHSFDGSAADRYLLSQSSQPQSAATAPSAMFPYPSQHGPAHPAFSIGSPSRYMAHHPVITNGAYNSLLSNSSPQGYPTAGYPYPQQYGHSYQGAPFYQFSSTQPGLVPGKAQVYLCNRPLWLKFHRHQTEMIITKQGRRMFPFLSFNISGLDPTAHYNIFVDVILADPNHWRFQGGKWVPCGKADTNVQGNRVYMHPDSPNTGAHWM.... (2) The miRNA is hsa-miR-3145-5p with sequence AACUCCAAACACUCAAAACUCA. Result: 0 (no interaction). The protein sequence of the target gene is MAQQRALPQSKETLLQSYNKRLKDDIKSIMDNFTEIIKTAKIEDETQVSRATQGEQDNYEMHVRAANIVRAGESLMKLVSDLKQFLILNDFPSVNEAIDQRNQQLRTLQEECDRKLITLRDEISIDLYELEEEYYSSSSSLCEANDLPLCEAYGRLDLDTDSADGLSAPLLASPEPSAGPLQVAAPAHSHAGGPGPTEHA. (3) The miRNA is mmu-miR-669c-3p with sequence UACACACACACACACAAGUAAA. The protein sequence of the target gene is MNPQQQRMAAIGTDKELSDLLDFSAMFSPPVNSGKTRPTTLGSSQFSGSGMDERGGTTSWGTSGQPSPSYDSSRGFTDSPHYSDHLNDSRLGTHEGLSPTPFMNSNLIGKTSERGSFSLYSRDSGLSGCQSSLLRQDLGLGSPAQLSSSGKPGTPYYSFSATSSRRRPLHDSVALDPLQAKKVRKVPPGLPSSVYAPSPNSDDFNRESPSYPSPKPPTSMFASTFFMQDGTHSSSDLWSSSNGMSQPGFGGILGTSTSHMSQSSSYGSLHSHDRLSYPPHSVSPTDINTSLPPMSSFHRG.... Result: 1 (interaction).